Dataset: Catalyst prediction with 721,799 reactions and 888 catalyst types from USPTO. Task: Predict which catalyst facilitates the given reaction. (1) Product: [Cl:12][C:13]1[CH:14]=[C:15]([CH:19]=[C:20]([C:22]([F:23])([F:24])[F:25])[CH:21]=1)[C:16]([NH:11][CH2:10][C:5]1[CH:6]=[N:7][CH:8]=[CH:9][C:4]=1[S:3][CH2:1][CH3:2])=[O:17]. Reactant: [CH2:1]([S:3][C:4]1[CH:9]=[CH:8][N:7]=[CH:6][C:5]=1[CH2:10][NH2:11])[CH3:2].[Cl:12][C:13]1[CH:14]=[C:15]([CH:19]=[C:20]([C:22]([F:25])([F:24])[F:23])[CH:21]=1)[C:16](O)=[O:17]. The catalyst class is: 4. (2) Reactant: [C:1]([O:5][C:6]([N:8]1[CH2:12][CH2:11][S:10][CH:9]1[C:13]([OH:15])=O)=[O:7])([CH3:4])([CH3:3])[CH3:2].C(N1C=CN=C1)(N1C=CN=C1)=O.[N+:28]([C:31]1[CH:38]=[CH:37][C:34]([CH2:35][NH2:36])=[CH:33][CH:32]=1)([O-:30])=[O:29].C(N(CC)CC)C. Product: [N+:28]([C:31]1[CH:32]=[CH:33][C:34]([CH2:35][NH:36][C:13]([CH:9]2[N:8]([C:6]([O:5][C:1]([CH3:2])([CH3:3])[CH3:4])=[O:7])[CH2:12][CH2:11][S:10]2)=[O:15])=[CH:37][CH:38]=1)([O-:30])=[O:29]. The catalyst class is: 118. (3) Reactant: FC(F)(F)S(O[C:7]1[CH:12]=[CH:11][N:10]2[N:13]=[C:14]([C:20]3[CH:25]=[CH:24][C:23]([F:26])=[CH:22][CH:21]=3)[C:15]([C:16](=[O:19])[NH:17][CH3:18])=[C:9]2[CH:8]=1)(=O)=O.B([C:32]1[CH:33]=[C:34]([CH:38]=[CH:39][CH:40]=1)[C:35]([OH:37])=[O:36])(O)O.C(=O)([O-])[O-].[Cs+].[Cs+].O1CCOCC1. Product: [F:26][C:23]1[CH:22]=[CH:21][C:20]([C:14]2[C:15]([C:16](=[O:19])[NH:17][CH3:18])=[C:9]3[CH:8]=[C:7]([C:32]4[CH:33]=[C:34]([CH:38]=[CH:39][CH:40]=4)[C:35]([OH:37])=[O:36])[CH:12]=[CH:11][N:10]3[N:13]=2)=[CH:25][CH:24]=1. The catalyst class is: 6. (4) Reactant: [Cl:1][C:2]1[CH:7]=[CH:6][CH:5]=[C:4]([F:8])[C:3]=1[N:9]1[CH:19]=[C:12]2[CH:13]=[N+:14]([O-])[CH:15]=[C:16]([F:17])[C:11]2=[N:10]1.P(Cl)(Cl)([Cl:22])=O.C(=O)([O-])[O-].[Na+].[Na+]. Product: [Cl:22][C:13]1[C:12]2=[CH:19][N:9]([C:3]3[C:4]([F:8])=[CH:5][CH:6]=[CH:7][C:2]=3[Cl:1])[N:10]=[C:11]2[C:16]([F:17])=[CH:15][N:14]=1. The catalyst class is: 26. (5) Reactant: [C:1]1([CH:7]([O:14][C:15](=[O:31])[C:16]([OH:30])=[CH:17][C:18]([C:20]2[C:28]3[C:23](=[CH:24][CH:25]=[C:26]([Cl:29])[CH:27]=3)[NH:22][CH:21]=2)=[O:19])[C:8]2[CH:13]=[CH:12][CH:11]=[CH:10][CH:9]=2)[CH:6]=[CH:5][CH:4]=[CH:3][CH:2]=1.[H-].[Na+].[CH3:34][N:35]([CH3:39])[C:36](Cl)=[O:37].[Cl-].[NH4+]. Product: [C:1]1([CH:7]([O:14][C:15](=[O:31])[C:16]([OH:30])=[CH:17][C:18]([C:20]2[C:28]3[C:23](=[CH:24][CH:25]=[C:26]([Cl:29])[CH:27]=3)[N:22]([C:36](=[O:37])[N:35]([CH3:39])[CH3:34])[CH:21]=2)=[O:19])[C:8]2[CH:9]=[CH:10][CH:11]=[CH:12][CH:13]=2)[CH:6]=[CH:5][CH:4]=[CH:3][CH:2]=1. The catalyst class is: 1. (6) Reactant: [C:1]([CH2:4][C:5](=O)[CH3:6])(=O)[CH3:2].[NH2:8][C:9]([NH2:11])=[O:10].[ClH:12]. Product: [ClH:12].[CH3:2][C:1]1[CH:4]=[C:5]([CH3:6])[NH:11][C:9](=[O:10])[N:8]=1. The catalyst class is: 8.